Dataset: Catalyst prediction with 721,799 reactions and 888 catalyst types from USPTO. Task: Predict which catalyst facilitates the given reaction. (1) Reactant: [F:1][C:2]([F:7])([F:6])[C:3]([OH:5])=[O:4].[Br:8][C:9]1[CH:10]=[C:11]([N:16]2C(=O)[O:19][N:18]=[C:17]2[C:22]2[C:23]([NH:27][C:28](=O)[C:29]3[CH:34]=[CH:33][C:32]([CH2:35][N:36]4[CH2:41][CH2:40][S:39](=[O:43])(=[O:42])[CH2:38][CH2:37]4)=[CH:31][CH:30]=3)=[N:24][O:25][N:26]=2)[CH:12]=[CH:13][C:14]=1[F:15].C1(C)C=CC=CC=1. Product: [F:1][C:2]([F:7])([F:6])[C:3]([OH:5])=[O:4].[Br:8][C:9]1[CH:10]=[C:11]([NH:16][C:17]([C:22]2[C:23]([NH:27][CH2:28][C:29]3[CH:30]=[CH:31][C:32]([CH2:35][N:36]4[CH2:37][CH2:38][S:39](=[O:42])(=[O:43])[CH2:40][CH2:41]4)=[CH:33][CH:34]=3)=[N:24][O:25][N:26]=2)=[N:18][OH:19])[CH:12]=[CH:13][C:14]=1[F:15]. The catalyst class is: 7. (2) Reactant: [NH2:1][C:2]1[C:3]([C:9]([C:11]2[CH:16]=[CH:15][CH:14]=[CH:13][CH:12]=2)=[O:10])=[N:4][CH:5]=[C:6]([Cl:8])[CH:7]=1.[Cl:17][C:18]1[CH:23]=[CH:22][C:21]([S:24](Cl)(=[O:26])=[O:25])=[CH:20][C:19]=1[C:28]([F:31])([F:30])[F:29]. The catalyst class is: 377. Product: [C:9]([C:3]1[C:2]([NH:1][S:24]([C:21]2[CH:22]=[CH:23][C:18]([Cl:17])=[C:19]([C:28]([F:31])([F:29])[F:30])[CH:20]=2)(=[O:26])=[O:25])=[CH:7][C:6]([Cl:8])=[CH:5][N:4]=1)(=[O:10])[C:11]1[CH:12]=[CH:13][CH:14]=[CH:15][CH:16]=1.